Task: Predict the product of the given reaction.. Dataset: Forward reaction prediction with 1.9M reactions from USPTO patents (1976-2016) The product is: [O:1]=[C:2]1[C:11]2[C:6](=[CH:7][CH:8]=[C:9]([C:12]3[CH:19]=[CH:18][C:15]([CH2:16][N:27]4[CH2:28][CH:59]([C:60]([O:62][CH3:48])=[O:61])[CH2:26]4)=[CH:14][CH:13]=3)[CH:10]=2)[O:5][C:4]([C:20]2[CH:25]=[CH:24][CH:23]=[CH:22][CH:21]=2)=[CH:3]1. Given the reactants [O:1]=[C:2]1[C:11]2[C:6](=[CH:7][CH:8]=[C:9]([C:12]3[CH:19]=[CH:18][C:15]([CH:16]=O)=[CH:14][CH:13]=3)[CH:10]=2)[O:5][C:4]([C:20]2[CH:25]=[CH:24][CH:23]=[CH:22][CH:21]=2)=[CH:3]1.[CH3:26][N:27]1CCC(=C2C3N=CC=CC=3CCC3C=CC=CC2=3)C[CH2:28]1.[CH:48](=O)C1C=CC=CC=1.Cl.N([CH2:59][C:60]([OH:62])=[O:61])C, predict the reaction product.